Dataset: Aqueous solubility values for 9,982 compounds from the AqSolDB database. Task: Regression/Classification. Given a drug SMILES string, predict its absorption, distribution, metabolism, or excretion properties. Task type varies by dataset: regression for continuous measurements (e.g., permeability, clearance, half-life) or binary classification for categorical outcomes (e.g., BBB penetration, CYP inhibition). For this dataset (solubility_aqsoldb), we predict Y. (1) The drug is O=[N+]([O-])[O-].O=[N+]([O-])[O-].[Cu+2]. The Y is 0.866 log mol/L. (2) The molecule is CCOC(=O)C(=Cc1ccoc1)NC=O. The Y is -2.75 log mol/L. (3) The drug is CCCCC(CC)CCl. The Y is -4.68 log mol/L. (4) The Y is 0.986 log mol/L. The drug is C[C@H]([NH3+])C(C)(C)C. (5) The compound is O=C(O)c1cccc2cccc(-c3cccc4cccc(C(=O)O)c34)c12. The Y is -2.23 log mol/L.